From a dataset of Catalyst prediction with 721,799 reactions and 888 catalyst types from USPTO. Predict which catalyst facilitates the given reaction. (1) Reactant: [Cl:1][C:2]1[CH:3]=[C:4]([CH:8]=[CH:9][C:10]=1[O:11][CH2:12][CH2:13][CH3:14])[C:5]([OH:7])=O.C(Cl)CCl.C1C=CC2N(O)N=NC=2C=1.[Cl:29][C:30]1[C:38]2[C:33](=[CH:34][CH:35]=[C:36]([C:39]([NH:41]O)=[NH:40])[CH:37]=2)[N:32]([CH2:43][CH2:44][C:45]([O:47][CH2:48][CH3:49])=[O:46])[CH:31]=1. The catalyst class is: 3. Product: [Cl:29][C:30]1[C:38]2[C:33](=[CH:34][CH:35]=[C:36]([C:39]3[N:40]=[C:5]([C:4]4[CH:8]=[CH:9][C:10]([O:11][CH2:12][CH2:13][CH3:14])=[C:2]([Cl:1])[CH:3]=4)[O:7][N:41]=3)[CH:37]=2)[N:32]([CH2:43][CH2:44][C:45]([O:47][CH2:48][CH3:49])=[O:46])[CH:31]=1. (2) Reactant: [NH:1]1[CH:5]=[CH:4][N:3]=[C:2]1[C:6]([O:8][CH2:9][CH3:10])=[O:7].Br[CH2:12][CH2:13][O:14][C:15]1[CH:20]=[CH:19][CH:18]=[CH:17][CH:16]=1.C(=O)([O-])[O-].[K+].[K+].C(OCC)(=O)C. Product: [O:14]([CH2:13][CH2:12][N:1]1[CH:5]=[CH:4][N:3]=[C:2]1[C:6]([O:8][CH2:9][CH3:10])=[O:7])[C:15]1[CH:20]=[CH:19][CH:18]=[CH:17][CH:16]=1. The catalyst class is: 9.